Dataset: CYP3A4 inhibition data for predicting drug metabolism from PubChem BioAssay. Task: Regression/Classification. Given a drug SMILES string, predict its absorption, distribution, metabolism, or excretion properties. Task type varies by dataset: regression for continuous measurements (e.g., permeability, clearance, half-life) or binary classification for categorical outcomes (e.g., BBB penetration, CYP inhibition). Dataset: cyp3a4_veith. (1) The molecule is C[C@@H](C(=O)NCc1ccccc1)[C@H]1C[C@]1(C)[C@H](NC(=O)OCc1ccccc1)c1ccccc1. The result is 1 (inhibitor). (2) The compound is Cc1noc(C)c1-c1nccc(N2CCNCC2)n1. The result is 0 (non-inhibitor). (3) The drug is O=C(NCc1ccccc1)c1onc(CSc2ccc(F)cc2)c1C(=O)NCCCN1CCOCC1. The result is 1 (inhibitor).